This data is from Full USPTO retrosynthesis dataset with 1.9M reactions from patents (1976-2016). The task is: Predict the reactants needed to synthesize the given product. (1) Given the product [F:39][C:37]([F:38])([F:40])[C:35]1[CH:34]=[C:5]([CH:4]=[C:3]([C:2]([F:1])([F:41])[F:42])[CH:36]=1)[CH2:6][N:7]([CH2:21][C:22]1[C:23]([O:33][S:52]([C:51]([F:64])([F:63])[F:50])(=[O:54])=[O:53])=[N:24][C:25]2[C:30]([CH:31]=1)=[CH:29][CH:28]=[CH:27][C:26]=2[CH3:32])[C:8]1[N:13]=[CH:12][C:11]([O:14][CH2:15][CH2:16][S:17]([CH3:20])(=[O:19])=[O:18])=[CH:10][N:9]=1, predict the reactants needed to synthesize it. The reactants are: [F:1][C:2]([F:42])([F:41])[C:3]1[CH:4]=[C:5]([CH:34]=[C:35]([C:37]([F:40])([F:39])[F:38])[CH:36]=1)[CH2:6][N:7]([CH2:21][C:22]1[C:23]([OH:33])=[N:24][C:25]2[C:30]([CH:31]=1)=[CH:29][CH:28]=[CH:27][C:26]=2[CH3:32])[C:8]1[N:13]=[CH:12][C:11]([O:14][CH2:15][CH2:16][S:17]([CH3:20])(=[O:19])=[O:18])=[CH:10][N:9]=1.C(N(CC)CC)C.[F:50][C:51]([F:64])([F:63])[S:52](O[S:52]([C:51]([F:64])([F:63])[F:50])(=[O:54])=[O:53])(=[O:54])=[O:53]. (2) Given the product [C:1]([O:5][C:6]([N:8]1[CH2:9][CH2:10][CH:11]([CH2:14][CH2:15][O:16][C:17]([N:29]2[CH2:28][C@H:27]([CH3:26])[O:32][C@H:31]([CH3:33])[CH2:30]2)=[O:19])[CH2:12][CH2:13]1)=[O:7])([CH3:2])([CH3:3])[CH3:4], predict the reactants needed to synthesize it. The reactants are: [C:1]([O:5][C:6]([N:8]1[CH2:13][CH2:12][CH:11]([CH2:14][CH2:15][O:16][C:17]([O:19]C2C=CC=CC=2)=O)[CH2:10][CH2:9]1)=[O:7])([CH3:4])([CH3:3])[CH3:2].[CH3:26][C@H:27]1[O:32][C@@H:31]([CH3:33])[CH2:30][NH:29][CH2:28]1. (3) The reactants are: [CH2:1]([O:8][C:9]([NH:11][C:12]1[CH:20]=[CH:19][C:15]([C:16]([OH:18])=[O:17])=[CH:14][CH:13]=1)=[O:10])[C:2]1[CH:7]=[CH:6][CH:5]=[CH:4][CH:3]=1.CCN=C=NCCCN(C)C.Cl.[CH:33]1[C:45]2[N:44]([C@@H:46]([CH2:57][CH2:58][C:59]([O:61][CH2:62][CH2:63]O)=[O:60])[C:47]([O:49][CH2:50][C:51]3[CH:56]=[CH:55][CH:54]=[CH:53][CH:52]=3)=[O:48])[C:43]3[C:38](=[CH:39][CH:40]=[CH:41][CH:42]=3)[C:37]=2[CH:36]=[CH:35][CH:34]=1. Given the product [CH:33]1[C:45]2[N:44]([C@@H:46]([CH2:57][CH2:58][C:59]([O:61][CH2:62][CH2:63][O:17][C:16](=[O:18])[C:15]3[CH:14]=[CH:13][C:12]([NH:11][C:9]([O:8][CH2:1][C:2]4[CH:3]=[CH:4][CH:5]=[CH:6][CH:7]=4)=[O:10])=[CH:20][CH:19]=3)=[O:60])[C:47]([O:49][CH2:50][C:51]3[CH:56]=[CH:55][CH:54]=[CH:53][CH:52]=3)=[O:48])[C:43]3[C:38](=[CH:39][CH:40]=[CH:41][CH:42]=3)[C:37]=2[CH:36]=[CH:35][CH:34]=1, predict the reactants needed to synthesize it. (4) Given the product [I:27][C:6]1[C:7]([NH2:9])=[N:8][C:3]([S:2][CH3:1])=[N:4][C:5]=1[C:10]1[CH:15]=[CH:14][CH:13]=[C:12]([C:16]([F:19])([F:17])[F:18])[CH:11]=1, predict the reactants needed to synthesize it. The reactants are: [CH3:1][S:2][C:3]1[N:8]=[C:7]([NH2:9])[CH:6]=[C:5]([C:10]2[CH:15]=[CH:14][CH:13]=[C:12]([C:16]([F:19])([F:18])[F:17])[CH:11]=2)[N:4]=1.C1C(=O)N([I:27])C(=O)C1. (5) Given the product [CH:43]1([N:42]2[C:39]3[CH:40]=[CH:41][C:36]([C:35]([OH:34])=[O:50])=[CH:37][C:38]=3[N:49]=[C:23]2[C:14]2[CH:13]=[CH:12][C:11]([NH2:16])=[C:10]([NH2:9])[CH:15]=2)[CH2:44][CH2:45][CH2:46][CH2:47][CH2:48]1, predict the reactants needed to synthesize it. The reactants are: CN(C(O[N:9]1N=[N:16][C:11]2[CH:12]=[CH:13][CH:14]=[CH:15][C:10]1=2)=[N+](C)C)C.[B-](F)(F)(F)F.[CH3:23]CN(C(C)C)C(C)C.C([O:34][C:35](=[O:50])[C:36]1[CH:41]=[CH:40][C:39]([NH:42][CH:43]2[CH2:48][CH2:47][CH2:46][CH2:45][CH2:44]2)=[C:38]([NH2:49])[CH:37]=1)C.O. (6) Given the product [F:12][C:8]1[C:7]([OH:13])=[CH:6][CH:5]=[C:4]2[C:9]=1[CH:10]=[CH:11][C:2]([C:24]1[CH:23]=[CH:22][C:17]([C:18]([OH:20])=[O:19])=[CH:16][C:15]=1[CH3:14])=[CH:3]2, predict the reactants needed to synthesize it. The reactants are: Br[C:2]1[CH:3]=[C:4]2[C:9](=[CH:10][CH:11]=1)[C:8]([F:12])=[C:7]([OH:13])[CH:6]=[CH:5]2.[CH3:14][C:15]1[CH:16]=[C:17]([CH:22]=[CH:23][C:24]=1B1OC(C)(C)C(C)(C)O1)[C:18]([O:20]C)=[O:19].